Dataset: Forward reaction prediction with 1.9M reactions from USPTO patents (1976-2016). Task: Predict the product of the given reaction. (1) The product is: [NH2:14][C:11]1[S:12][CH:13]=[C:9]([C:6]2[CH:7]=[CH:8][C:3]([C:22]3[C:23]([CH3:26])=[CH:24][CH:25]=[C:20]([C:19]([NH:18][CH:15]4[CH2:17][CH2:16]4)=[O:36])[CH:21]=3)=[CH:4][CH:5]=2)[N:10]=1. Given the reactants Br.Br[C:3]1[CH:8]=[CH:7][C:6]([C:9]2[N:10]=[C:11]([NH2:14])[S:12][CH:13]=2)=[CH:5][CH:4]=1.[CH:15]1([NH:18][C:19](=[O:36])[C:20]2[CH:25]=[CH:24][C:23]([CH3:26])=[C:22](B3OC(C)(C)C(C)(C)O3)[CH:21]=2)[CH2:17][CH2:16]1, predict the reaction product. (2) Given the reactants [NH2:1][C:2]1[S:6][C:5]([S:7][C:8]2[C:17]3[C:12](=[CH:13][C:14]([O:21][CH3:22])=[C:15]([C:18]([NH2:20])=[O:19])[CH:16]=3)[N:11]=[CH:10][CH:9]=2)=[CH:4][CH:3]=1.C1([O:29][C:30](=O)[NH:31][C:32]2[S:33][CH:34]=[CH:35][N:36]=2)C=CC=CC=1.C(OCC)(=O)C.O, predict the reaction product. The product is: [CH3:22][O:21][C:14]1[CH:13]=[C:12]2[C:17]([C:8]([S:7][C:5]3[S:6][C:2]([NH:1][C:30]([NH:31][C:32]4[S:33][CH:34]=[CH:35][N:36]=4)=[O:29])=[CH:3][CH:4]=3)=[CH:9][CH:10]=[N:11]2)=[CH:16][C:15]=1[C:18]([NH2:20])=[O:19]. (3) Given the reactants [CH3:1][C@H:2]1[CH2:7][CH2:6][C@H:5]([NH:8][C:9]([C@@H:11]2[CH2:13][C@H:12]2[CH2:14][OH:15])=[O:10])[CH2:4][CH2:3]1.C(N(CC)CC)C.[CH3:23][S:24](O)(=[O:26])=[O:25], predict the reaction product. The product is: [CH3:1][C@H:2]1[CH2:3][CH2:4][C@H:5]([NH:8][C:9]([C@@H:11]2[CH2:13][C@H:12]2[CH2:14][O:15][S:24]([CH3:23])(=[O:26])=[O:25])=[O:10])[CH2:6][CH2:7]1. (4) Given the reactants C(NC(C)C)(C)C.C([Li])CCC.[Cl:13][C:14]1[N:19]=[C:18]([Cl:20])[CH:17]=[C:16]([Cl:21])[N:15]=1.[C:22](=[O:24])=[O:23].Cl, predict the reaction product. The product is: [C:22]([C:17]1[C:16]([Cl:21])=[N:15][C:14]([Cl:13])=[N:19][C:18]=1[Cl:20])([OH:24])=[O:23]. (5) Given the reactants [F:1][CH:2]([F:13])[C:3]1[C:7]([C:8](Cl)=[O:9])=[C:6]([F:11])[N:5]([CH3:12])[N:4]=1.[Cl:14][C:15]1[CH:16]=[CH:17][C:18]([CH:23]([CH3:25])[CH3:24])=[C:19]([CH2:21][NH2:22])[CH:20]=1.C(N(CC)CC)C.O, predict the reaction product. The product is: [Cl:14][C:15]1[CH:16]=[CH:17][C:18]([CH:23]([CH3:25])[CH3:24])=[C:19]([CH:20]=1)[CH2:21][NH:22][C:8]([C:7]1[C:3]([CH:2]([F:13])[F:1])=[N:4][N:5]([CH3:12])[C:6]=1[F:11])=[O:9]. (6) Given the reactants [NH2:1][C:2]1[CH:3]=[C:4]([C:9]2[CH:15]=[CH:14][C:12]([NH2:13])=[C:11]([NH2:16])[CH:10]=2)[CH:5]=[CH:6][C:7]=1[NH2:8].[OH:17][CH2:18][CH2:19][O:20][C:21]1[CH:28]=[CH:27][C:24]([CH:25]=O)=[CH:23][CH:22]=1, predict the reaction product. The product is: [NH:8]1[C:7]2[CH:6]=[CH:5][C:4]([C:9]3[CH:15]=[CH:14][C:12]4[N:13]=[C:25]([C:24]5[CH:27]=[CH:28][C:21]([O:20][CH2:19][CH2:18][OH:17])=[CH:22][CH:23]=5)[NH:16][C:11]=4[CH:10]=3)=[CH:3][C:2]=2[N:1]=[C:25]1[C:24]1[CH:23]=[CH:22][C:21]([O:20][CH2:19][CH2:18][OH:17])=[CH:28][CH:27]=1.